From a dataset of CYP3A4 inhibition data for predicting drug metabolism from PubChem BioAssay. Regression/Classification. Given a drug SMILES string, predict its absorption, distribution, metabolism, or excretion properties. Task type varies by dataset: regression for continuous measurements (e.g., permeability, clearance, half-life) or binary classification for categorical outcomes (e.g., BBB penetration, CYP inhibition). Dataset: cyp3a4_veith. The drug is Cc1ccc(NC(=O)c2ccc(NCC3CCCO3)c([N+](=O)[O-])c2)cc1Cl. The result is 0 (non-inhibitor).